Predict the reactants needed to synthesize the given product. From a dataset of Full USPTO retrosynthesis dataset with 1.9M reactions from patents (1976-2016). (1) Given the product [ClH:27].[CH2:3]([C:10]1[C:14]2[C:15]([O:19][CH2:20][C:21]3[CH:22]=[CH:23][C:24]([Cl:27])=[CH:25][CH:26]=3)=[N:16][CH:17]=[CH:18][C:13]=2[N:12]([CH3:30])[C:11]=1[CH3:28])[C:4]1[CH:5]=[CH:6][CH:7]=[CH:8][CH:9]=1, predict the reactants needed to synthesize it. The reactants are: [H-].[Na+].[CH2:3]([C:10]1[C:14]2[C:15]([O:19][CH2:20][C:21]3[CH:26]=[CH:25][C:24]([Cl:27])=[CH:23][CH:22]=3)=[N:16][CH:17]=[CH:18][C:13]=2[NH:12][C:11]=1[CH3:28])[C:4]1[CH:9]=[CH:8][CH:7]=[CH:6][CH:5]=1.I[CH3:30]. (2) The reactants are: [F:1][C:2]1[CH:7]=[CH:6][C:5]([C:8]2[N:9]=[C:10]3[N:14]([C:15]=2[C:16]2[CH:21]=[CH:20][N:19]=[C:18]([NH:22][C@@H:23]4[CH2:28][CH2:27][CH2:26][N:25](C(OC(C)(C)C)=O)[CH2:24]4)[N:17]=2)[CH:13]=[CH:12][S:11]3)=[CH:4][C:3]=1[O:36][CH3:37].[ClH:38]. Given the product [ClH:38].[F:1][C:2]1[CH:7]=[CH:6][C:5]([C:8]2[N:9]=[C:10]3[N:14]([C:15]=2[C:16]2[CH:21]=[CH:20][N:19]=[C:18]([NH:22][C@@H:23]4[CH2:28][CH2:27][CH2:26][NH:25][CH2:24]4)[N:17]=2)[CH:13]=[CH:12][S:11]3)=[CH:4][C:3]=1[O:36][CH3:37], predict the reactants needed to synthesize it. (3) Given the product [C:20]([C:17]1[CH:16]=[CH:15][C:14]([CH2:13][O:12][C:5]2[CH:4]=[CH:3][C:2]([NH:1][C:33]([NH:32][C:29]3[CH:30]=[CH:31][C:26]([O:25][CH3:24])=[CH:27][CH:28]=3)=[O:34])=[CH:7][C:6]=2[C:8](=[O:11])[CH2:9][CH3:10])=[CH:19][CH:18]=1)([CH3:22])([CH3:21])[CH3:23], predict the reactants needed to synthesize it. The reactants are: [NH2:1][C:2]1[CH:3]=[CH:4][C:5]([O:12][CH2:13][C:14]2[CH:19]=[CH:18][C:17]([C:20]([CH3:23])([CH3:22])[CH3:21])=[CH:16][CH:15]=2)=[C:6]([C:8](=[O:11])[CH2:9][CH3:10])[CH:7]=1.[CH3:24][O:25][C:26]1[CH:31]=[CH:30][C:29]([N:32]=[C:33]=[O:34])=[CH:28][CH:27]=1.